This data is from Reaction yield outcomes from USPTO patents with 853,638 reactions. The task is: Predict the reaction yield, written as a fraction of the theoretical maximum amount of product (1.0 means a 100% yield; for example, 0.34 means a 34% yield). (1) The reactants are [CH2:1]([O:3][C:4](=[O:18])[CH:5]([C:11]([C:13]1[NH:14][CH:15]=[CH:16][CH:17]=1)=[O:12])[C:6]([O:8][CH2:9][CH3:10])=[O:7])[CH3:2].C[Si]([N-][Si](C)(C)C)(C)C.[Li+].[CH2:29](Br)[C:30]1[CH:35]=[CH:34][CH:33]=[CH:32][CH:31]=1. The catalyst is COCCOC.C(OCC)(=O)C. The product is [CH2:1]([O:3][C:4](=[O:18])[C:5]([CH2:29][C:30]1[CH:35]=[CH:34][CH:33]=[CH:32][CH:31]=1)([C:11]([C:13]1[NH:14][CH:15]=[CH:16][CH:17]=1)=[O:12])[C:6]([O:8][CH2:9][CH3:10])=[O:7])[CH3:2]. The yield is 0.840. (2) The reactants are [OH:1][C:2]1[CH:3]=[C:4]([C@@H:8]([NH:15][C:16](=[O:22])[O:17][C:18]([CH3:21])([CH3:20])[CH3:19])[C:9]2[CH:14]=[CH:13][CH:12]=[CH:11][CH:10]=2)[CH:5]=[CH:6][CH:7]=1.Br[CH2:24][C:25]1[CH:34]=[CH:33][C:28]([C:29]([O:31][CH3:32])=[O:30])=[CH:27][CH:26]=1.C(=O)([O-])[O-].[K+].[K+]. The catalyst is C(#N)C. The product is [C:18]([O:17][C:16]([NH:15][C@@H:8]([C:9]1[CH:14]=[CH:13][CH:12]=[CH:11][CH:10]=1)[C:4]1[CH:3]=[C:2]([CH:7]=[CH:6][CH:5]=1)[O:1][CH2:24][C:25]1[CH:34]=[CH:33][C:28]([C:29]([O:31][CH3:32])=[O:30])=[CH:27][CH:26]=1)=[O:22])([CH3:19])([CH3:21])[CH3:20]. The yield is 0.680.